From a dataset of Reaction yield outcomes from USPTO patents with 853,638 reactions. Predict the reaction yield, written as a fraction of the theoretical maximum amount of product (1.0 means a 100% yield; for example, 0.34 means a 34% yield). (1) The reactants are [Cl:1][C:2]1[N:7]=[C:6]([NH:8][C:9]2[CH:18]=[CH:17][C:16]3[C:15]4[C:19]5[NH:26][CH2:25][C@@H:24]([CH3:27])[NH:23][C:22](=[O:28])[C:20]=5[S:21][C:14]=4[CH:13]=[CH:12][C:11]=3[N:10]=2)[C:5]([C:29]([O:31]CC)=[O:30])=[CH:4][N:3]=1.[Li+].[OH-].Cl. The catalyst is CO.O. The product is [Cl:1][C:2]1[N:7]=[C:6]([NH:8][C:9]2[CH:18]=[CH:17][C:16]3[C:15]4[C:19]5[NH:26][CH2:25][C@@H:24]([CH3:27])[NH:23][C:22](=[O:28])[C:20]=5[S:21][C:14]=4[CH:13]=[CH:12][C:11]=3[N:10]=2)[C:5]([C:29]([OH:31])=[O:30])=[CH:4][N:3]=1. The yield is 0.980. (2) The reactants are [CH:1]1([C:4]2[C:5]([C:17]3[CH:18]=[CH:19][C:20]4[O:25][CH2:24][CH2:23][CH2:22][C:21]=4[CH:26]=3)=[C:6]([CH:11]([OH:16])[C:12]([O:14][CH3:15])=[O:13])[C:7]([CH3:10])=[CH:8][CH:9]=2)[CH2:3][CH2:2]1.C(N(CC)CC)C.[CH3:34][S:35](O[S:35]([CH3:34])(=[O:37])=[O:36])(=[O:37])=[O:36].O. The catalyst is ClCCl. The product is [CH3:15][O:14][C:12](=[O:13])[CH:11]([C:6]1[C:7]([CH3:10])=[CH:8][CH:9]=[C:4]([CH:1]2[CH2:2][CH2:3]2)[C:5]=1[C:17]1[CH:26]=[C:21]2[C:20](=[CH:19][CH:18]=1)[O:25][CH2:24][CH2:23][CH2:22]2)[O:16][S:35]([CH3:34])(=[O:37])=[O:36]. The yield is 0.510. (3) The reactants are [Si:1]([O:18][CH2:19][CH2:20][O:21][C:22]1[CH:27]=[CH:26][C:25](/[CH:28]=[CH:29]/[C:30]([O:32]CC)=[O:31])=[C:24]([O:35][C:36]2[C:41]([Cl:42])=[CH:40][C:39]([C:43]([F:46])([F:45])[F:44])=[CH:38][N:37]=2)[CH:23]=1)([C:14]([CH3:17])([CH3:16])[CH3:15])([C:8]1[CH:13]=[CH:12][CH:11]=[CH:10][CH:9]=1)[C:2]1[CH:7]=[CH:6][CH:5]=[CH:4][CH:3]=1.[OH-].[Na+].Cl. The catalyst is O1CCCC1.C(O)C. The product is [Si:1]([O:18][CH2:19][CH2:20][O:21][C:22]1[CH:27]=[CH:26][C:25](/[CH:28]=[CH:29]/[C:30]([OH:32])=[O:31])=[C:24]([O:35][C:36]2[C:41]([Cl:42])=[CH:40][C:39]([C:43]([F:46])([F:45])[F:44])=[CH:38][N:37]=2)[CH:23]=1)([C:14]([CH3:16])([CH3:15])[CH3:17])([C:8]1[CH:9]=[CH:10][CH:11]=[CH:12][CH:13]=1)[C:2]1[CH:7]=[CH:6][CH:5]=[CH:4][CH:3]=1. The yield is 0.120. (4) The yield is 0.470. The product is [C:1]([C:3]1[CH:8]=[CH:7][C:6]([C@@H:9]2[C:14]([C:15]#[N:16])=[C:13]([CH3:17])[N:12]([C:18]3[CH:23]=[CH:22][CH:21]=[C:20]([C:24]([F:27])([F:26])[F:25])[CH:19]=3)[C:11](=[O:28])[N:10]2[S:38]([CH:35]2[CH2:37][CH2:36]2)(=[O:40])=[O:39])=[C:5]([S:29]([CH3:32])(=[O:31])=[O:30])[CH:4]=1)#[N:2]. The reactants are [C:1]([C:3]1[CH:8]=[CH:7][C:6]([C@@H:9]2[C:14]([C:15]#[N:16])=[C:13]([CH3:17])[N:12]([C:18]3[CH:23]=[CH:22][CH:21]=[C:20]([C:24]([F:27])([F:26])[F:25])[CH:19]=3)[C:11](=[O:28])[NH:10]2)=[C:5]([S:29]([CH3:32])(=[O:31])=[O:30])[CH:4]=1)#[N:2].[H-].[Na+].[CH:35]1([S:38](Cl)(=[O:40])=[O:39])[CH2:37][CH2:36]1. No catalyst specified.